Dataset: Catalyst prediction with 721,799 reactions and 888 catalyst types from USPTO. Task: Predict which catalyst facilitates the given reaction. (1) Product: [CH2:1]([N:5]1[C:9]([CH2:10][O:11][C:12]2[CH:17]=[CH:16][CH:15]=[CH:14][C:13]=2[CH2:18][C@@H:19]([O:25][C:26]2[C:27]3[C:34]([C:35]4[CH:40]=[CH:39][C:38]([O:41][CH2:42][CH2:43][N:44]5[CH2:49][CH2:48][N:47]([CH3:50])[CH2:46][CH2:45]5)=[C:37]([Cl:51])[C:36]=4[CH3:52])=[C:33]([C:54]#[N:55])[S:32][C:28]=3[N:29]=[CH:30][N:31]=2)[C:20]([O:22][CH2:23][CH3:24])=[O:21])=[CH:8][CH:7]=[N:6]1)[CH2:2][CH2:3][CH3:4]. Reactant: [CH2:1]([N:5]1[C:9]([CH2:10][O:11][C:12]2[CH:17]=[CH:16][CH:15]=[CH:14][C:13]=2[CH2:18][C@@H:19]([O:25][C:26]2[C:27]3[C:34]([C:35]4[CH:40]=[CH:39][C:38]([O:41][CH2:42][CH2:43][N:44]5[CH2:49][CH2:48][N:47]([CH3:50])[CH2:46][CH2:45]5)=[C:37]([Cl:51])[C:36]=4[CH3:52])=[C:33](I)[S:32][C:28]=3[N:29]=[CH:30][N:31]=2)[C:20]([O:22][CH2:23][CH3:24])=[O:21])=[CH:8][CH:7]=[N:6]1)[CH2:2][CH2:3][CH3:4].[C:54]([Cu])#[N:55]. The catalyst class is: 163. (2) Reactant: [C:1]([O:5][C:6]([NH:8][C@@H:9]([C:14]([OH:16])=O)[CH2:10][CH:11]([CH3:13])[CH3:12])=[O:7])([CH3:4])([CH3:3])[CH3:2].[CH:17]1([CH:23]([CH:35]2[CH2:40][CH2:39][CH2:38][CH2:37][CH2:36]2)[C:24]([NH:26][C@H:27]2[C@H:34]3[C@H:30]([CH2:31][NH:32][CH2:33]3)[CH2:29][CH2:28]2)=[O:25])[CH2:22][CH2:21][CH2:20][CH2:19][CH2:18]1.OC1C2N=NNC=2C=CC=1.CC[N+](CCCN(C)C)=C=N. Product: [CH:35]1([CH:23]([CH:17]2[CH2:22][CH2:21][CH2:20][CH2:19][CH2:18]2)[C:24]([NH:26][C@H:27]2[C@H:34]3[C@H:30]([CH2:31][N:32]([C:14](=[O:16])[C@H:9]([NH:8][C:6](=[O:7])[O:5][C:1]([CH3:2])([CH3:3])[CH3:4])[CH2:10][CH:11]([CH3:12])[CH3:13])[CH2:33]3)[CH2:29][CH2:28]2)=[O:25])[CH2:36][CH2:37][CH2:38][CH2:39][CH2:40]1. The catalyst class is: 4. (3) Reactant: [CH3:1][O:2][C:3]([C:5]1[C:6]2[CH:7]=[CH:8][N:9]([CH2:14][CH2:15][OH:16])[C:10]=2[CH:11]=[CH:12][CH:13]=1)=[O:4].CCN(C(C)C)C(C)C.Cl[CH2:27][O:28][CH2:29][CH2:30][O:31][CH3:32]. Product: [CH3:1][O:2][C:3]([C:5]1[C:6]2[CH:7]=[CH:8][N:9]([CH2:14][CH2:15][O:16][CH2:27][O:28][CH2:29][CH2:30][O:31][CH3:32])[C:10]=2[CH:11]=[CH:12][CH:13]=1)=[O:4]. The catalyst class is: 2. (4) Reactant: [OH:1][C:2]1[CH:11]=[C:10]2[C:5]([C:6]3[CH:16]=[CH:15][C:14]([N+:17]([O-])=O)=[CH:13][C:7]=3[C:8](=[O:12])[O:9]2)=[CH:4][CH:3]=1. Product: [NH2:17][C:14]1[CH:15]=[CH:16][C:6]2[C:5]3[C:10](=[CH:11][C:2]([OH:1])=[CH:3][CH:4]=3)[O:9][C:8](=[O:12])[C:7]=2[CH:13]=1. The catalyst class is: 19. (5) Reactant: [CH3:1][O:2][C:3](=[O:29])[C:4]([CH3:28])([CH3:27])/[CH:5]=[CH:6]/[C:7]1[CH:16]=[C:15]2[C:10]([CH:11]=[CH:12][C:13]([C@H:17]([N:19]([CH3:26])[S@@](C(C)(C)C)=O)[CH3:18])=[N:14]2)=[CH:9][CH:8]=1.[ClH:30]. Product: [ClH:30].[CH3:1][O:2][C:3](=[O:29])[C:4]([CH3:28])([CH3:27])/[CH:5]=[CH:6]/[C:7]1[CH:16]=[C:15]2[C:10]([CH:11]=[CH:12][C:13]([C@H:17]([NH:19][CH3:26])[CH3:18])=[N:14]2)=[CH:9][CH:8]=1. The catalyst class is: 71.